From a dataset of Full USPTO retrosynthesis dataset with 1.9M reactions from patents (1976-2016). Predict the reactants needed to synthesize the given product. (1) Given the product [Cl:8][C:5]1[CH:6]=[CH:7][C:2]([CH:9]([CH3:11])[CH3:10])=[N:3][CH:4]=1, predict the reactants needed to synthesize it. The reactants are: Cl[C:2]1[CH:7]=[CH:6][C:5]([Cl:8])=[CH:4][N:3]=1.[CH:9]([Mg]Cl)([CH3:11])[CH3:10]. (2) Given the product [CH3:7][CH2:2][CH2:3][CH:4]([CH3:10])[CH3:5].[Cl:1][C:2]1[CH:7]=[CH:6][C:5]([OH:8])=[C:4]([CH:10]([OH:23])[C:11]2[CH:16]=[CH:15][CH:14]=[CH:13][CH:12]=2)[CH:3]=1, predict the reactants needed to synthesize it. The reactants are: [Cl:1][C:2]1[CH:7]=[CH:6][C:5]([O:8]C)=[C:4]([CH2:10][C:11]2[CH:16]=[CH:15][CH:14]=[CH:13][C:12]=2OC)[CH:3]=1.B(Br)(Br)Br.[OH2:23].